From a dataset of Catalyst prediction with 721,799 reactions and 888 catalyst types from USPTO. Predict which catalyst facilitates the given reaction. (1) Reactant: [CH3:1][O:2][CH2:3]Cl.[H-].[Na+].[CH3:7][NH:8][C:9]([N:11]1[C:15]([CH3:16])=[CH:14][C:13]([O:17][C:18]2[C:23]([Cl:24])=[CH:22][C:21]([C:25]([F:28])([F:27])[F:26])=[CH:20][N:19]=2)=[N:12]1)=[O:10].O. Product: [CH3:7][N:8]([CH2:3][O:2][CH3:1])[C:9]([N:11]1[C:15]([CH3:16])=[CH:14][C:13]([O:17][C:18]2[C:23]([Cl:24])=[CH:22][C:21]([C:25]([F:27])([F:28])[F:26])=[CH:20][N:19]=2)=[N:12]1)=[O:10]. The catalyst class is: 3. (2) Reactant: [CH3:1][O:2][C:3]1[CH:8]=[CH:7][C:6]([CH2:9][C:10]([CH3:15])([N+:12]([O-])=O)[CH3:11])=[C:5]([N+:16]([O-])=O)[CH:4]=1. Product: [NH2:12][C:10]([CH3:15])([CH3:11])[CH2:9][C:6]1[CH:7]=[CH:8][C:3]([O:2][CH3:1])=[CH:4][C:5]=1[NH2:16]. The catalyst class is: 227.